From a dataset of NCI-60 drug combinations with 297,098 pairs across 59 cell lines. Regression. Given two drug SMILES strings and cell line genomic features, predict the synergy score measuring deviation from expected non-interaction effect. (1) Drug 1: CC12CCC3C(C1CCC2OP(=O)(O)O)CCC4=C3C=CC(=C4)OC(=O)N(CCCl)CCCl.[Na+]. Drug 2: N.N.Cl[Pt+2]Cl. Cell line: MALME-3M. Synergy scores: CSS=39.4, Synergy_ZIP=-3.19, Synergy_Bliss=-0.554, Synergy_Loewe=0.965, Synergy_HSA=2.11. (2) Drug 1: CC1=C(N=C(N=C1N)C(CC(=O)N)NCC(C(=O)N)N)C(=O)NC(C(C2=CN=CN2)OC3C(C(C(C(O3)CO)O)O)OC4C(C(C(C(O4)CO)O)OC(=O)N)O)C(=O)NC(C)C(C(C)C(=O)NC(C(C)O)C(=O)NCCC5=NC(=CS5)C6=NC(=CS6)C(=O)NCCC[S+](C)C)O. Drug 2: CC(C)NC(=O)C1=CC=C(C=C1)CNNC.Cl. Cell line: NCI-H322M. Synergy scores: CSS=-3.76, Synergy_ZIP=1.33, Synergy_Bliss=-0.714, Synergy_Loewe=-2.70, Synergy_HSA=-3.35.